From a dataset of Forward reaction prediction with 1.9M reactions from USPTO patents (1976-2016). Predict the product of the given reaction. (1) Given the reactants CC(OI1(OC(C)=O)(OC(C)=O)OC(=O)C2C=CC=CC1=2)=O.[Br:23][C:24]1[CH:29]=[CH:28][C:27]([CH:30]([OH:35])[C:31]([O:33][CH3:34])=[O:32])=[CH:26][CH:25]=1, predict the reaction product. The product is: [Br:23][C:24]1[CH:25]=[CH:26][C:27]([C:30](=[O:35])[C:31]([O:33][CH3:34])=[O:32])=[CH:28][CH:29]=1. (2) Given the reactants Cl[CH2:2][C:3]([C:5]1[CH:10]=[CH:9][C:8]([N:11]2[CH2:16][CH2:15][O:14][CH2:13][CH2:12]2)=[CH:7][C:6]=1[OH:17])=[O:4].C([O-])([O-])=O.[K+].[K+].[NH:24]1[CH2:29][CH2:28][O:27][CH2:26][CH2:25]1, predict the reaction product. The product is: [OH:17][C:6]1[CH:7]=[C:8]([N:11]2[CH2:16][CH2:15][O:14][CH2:13][CH2:12]2)[CH:9]=[CH:10][C:5]=1[C:3](=[O:4])[CH2:2][N:24]1[CH2:29][CH2:28][O:27][CH2:26][CH2:25]1. (3) Given the reactants [CH3:1][C:2]1[CH:11]=[CH:10][C:9]2[C:4](=[CH:5][CH:6]=[C:7]([N+:12]([O-:14])=[O:13])[CH:8]=2)[N:3]=1.[I:15][CH3:16], predict the reaction product. The product is: [I-:15].[CH3:16][N+:3]1[C:4]2[C:9](=[CH:8][C:7]([N+:12]([O-:14])=[O:13])=[CH:6][CH:5]=2)[CH:10]=[CH:11][C:2]=1[CH3:1]. (4) Given the reactants [CH2:1]([C:3]1[CH:23]=[CH:22][C:6]([C:7]([C:9]2[C:19]([OH:20])=[CH:18][C:12]([C:13](OCC)=[O:14])=[CH:11][C:10]=2[F:21])=[O:8])=[CH:5][CH:4]=1)[CH3:2].[H-].[Al+3].[Li+].[H-].[H-].[H-].[OH-].[Na+].Cl, predict the reaction product. The product is: [CH2:1]([C:3]1[CH:4]=[CH:5][C:6]([CH:7]([OH:8])[C:9]2[C:10]([F:21])=[CH:11][C:12]([CH2:13][OH:14])=[CH:18][C:19]=2[OH:20])=[CH:22][CH:23]=1)[CH3:2]. (5) Given the reactants Cl[C:2]1[N:7]=[C:6]([N:8]2[CH2:13][CH2:12][CH:11]([CH2:14][NH:15][C:16](=[O:37])[C:17]3[CH:22]=[CH:21][C:20]([C:23]4[O:24][C:25]5[C:31]([CH:32]([CH3:34])[CH3:33])=[CH:30][C:29]([C:35]#[N:36])=[CH:28][C:26]=5[N:27]=4)=[CH:19][CH:18]=3)[CH2:10][CH2:9]2)[CH:5]=[CH:4][N:3]=1.[CH3:38][NH:39][CH3:40], predict the reaction product. The product is: [C:35]([C:29]1[CH:30]=[C:31]([CH:32]([CH3:34])[CH3:33])[C:25]2[O:24][C:23]([C:20]3[CH:21]=[CH:22][C:17]([C:16]([NH:15][CH2:14][CH:11]4[CH2:12][CH2:13][N:8]([C:6]5[CH:5]=[CH:4][N:3]=[C:2]([N:39]([CH3:40])[CH3:38])[N:7]=5)[CH2:9][CH2:10]4)=[O:37])=[CH:18][CH:19]=3)=[N:27][C:26]=2[CH:28]=1)#[N:36]. (6) Given the reactants [CH2:1]([O:4][CH2:5][C:6]([O:8][CH3:9])=[O:7])[C:2]#[CH:3].S(=O)(=O)(O)[OH:11], predict the reaction product. The product is: [O:11]=[C:2]([CH3:3])[CH2:1][O:4][CH2:5][C:6]([O:8][CH3:9])=[O:7]. (7) Given the reactants [CH2:1]([N:4]1[C:13]2[NH:12][C:11](=[O:14])[CH:10]=[CH:9][C:8]=2[CH:7]=[CH:6][C:5]1=[O:15])[CH:2]=[CH2:3].[H-].[Na+].C1C=CC(N([S:25]([C:28]([F:31])([F:30])[F:29])(=[O:27])=[O:26])[S:25]([C:28]([F:31])([F:30])[F:29])(=[O:27])=[O:26])=CC=1.O, predict the reaction product. The product is: [F:29][C:28]([F:31])([F:30])[S:25]([O:14][C:11]1[CH:10]=[CH:9][C:8]2[CH:7]=[CH:6][C:5](=[O:15])[N:4]([CH2:1][CH:2]=[CH2:3])[C:13]=2[N:12]=1)(=[O:27])=[O:26].